Dataset: Experimentally validated miRNA-target interactions with 360,000+ pairs, plus equal number of negative samples. Task: Binary Classification. Given a miRNA mature sequence and a target amino acid sequence, predict their likelihood of interaction. (1) The miRNA is hsa-miR-877-3p with sequence UCCUCUUCUCCCUCCUCCCAG. The protein sequence of the target gene is MPLSSPNAAATASDMDKNSGSNSSSASSGSSKGQQPPRSASAGPAGESKPKSDGKNSSGSKRYNRKRELSYPKNESFNNQSRRSSSQKSKTFNKMPPQRGGGSSKLFSSSFNGGRRDEVAEAQRAEFSPAQFSGPKKINLNHLLNFTFEPRGQTGHFEGSGHGSWGKRNKWGHKPFNKELFLQANCQFVVSEDQDYTAHFADPDTLVNWDFVEQVRICSHEVPSCPICLYPPTAAKITRCGHIFCWACILHYLSLSEKTWSKCPICYSSVHKKDLKSVVATESHQYVVGDTITMQLMKRE.... Result: 1 (interaction). (2) The miRNA is hsa-miR-5197-5p with sequence CAAUGGCACAAACUCAUUCUUGA. The protein sequence of the target gene is MADWARAQSPGAVEEILDRENKRMADSLASKVTRLKSLALDIDRDAEDQNRYLDGMDSDFTSMTSLLTGSVKRFSTMARSGQDNRKLLCGMAVGLIVAFFILSYFLSRART. Result: 1 (interaction). (3) The miRNA is hsa-miR-362-3p with sequence AACACACCUAUUCAAGGAUUCA. The protein sequence of the target gene is MTASVLRSISLALRPTSGLLGTWQTQLRETHQRASLLSFWELIPMRSEPLRKKKKVDPKKDQEAKERLKRKIRKLEKATQELIPIEDFITPLKFLDKARERPQVELTFEETERRALLLKKWSLYKQQERKMERDTIRAMLEAQQEALEELQLESPKLHAEAIKRDPNLFPFEKEGPHYTPPIPNYQPPEGRYNDITKVYTQVEFKR. Result: 0 (no interaction). (4) The miRNA is hsa-miR-297 with sequence AUGUAUGUGUGCAUGUGCAUG. The protein sequence of the target gene is MGILKLQVFLIVLSVALNHLKATPIESHQVEKRKCNTATCATQRLANFLVHSSNNFGAILSSTNVGSNTYGKRNAVEVLKREPLNYLPL. Result: 0 (no interaction).